From a dataset of Full USPTO retrosynthesis dataset with 1.9M reactions from patents (1976-2016). Predict the reactants needed to synthesize the given product. (1) The reactants are: Cl[C:2]1[N:7]=[C:6]([NH:8][C:9]2[CH:14]=[CH:13][C:12]([O:15][CH2:16][CH2:17][CH2:18][N:19]3[CH2:24][CH2:23][O:22][CH2:21][CH2:20]3)=[CH:11][CH:10]=2)[C:5]([F:25])=[CH:4][N:3]=1.[CH3:26][O:27][C:28]1[CH:29]=[C:30]([CH:32]=[CH:33][C:34]=1[O:35][CH3:36])[NH2:31]. Given the product [CH3:26][O:27][C:28]1[CH:29]=[C:30]([NH:31][C:2]2[N:7]=[C:6]([NH:8][C:9]3[CH:14]=[CH:13][C:12]([O:15][CH2:16][CH2:17][CH2:18][N:19]4[CH2:24][CH2:23][O:22][CH2:21][CH2:20]4)=[CH:11][CH:10]=3)[C:5]([F:25])=[CH:4][N:3]=2)[CH:32]=[CH:33][C:34]=1[O:35][CH3:36], predict the reactants needed to synthesize it. (2) Given the product [F:3][C:4]1[CH:13]=[CH:12][CH:11]=[C:10]2[C:5]=1[CH:6]=[CH:7][C:8]([O:16][CH3:17])=[C:9]2[CH2:14][OH:15], predict the reactants needed to synthesize it. The reactants are: [BH4-].[Na+].[F:3][C:4]1[CH:13]=[CH:12][CH:11]=[C:10]2[C:5]=1[CH:6]=[CH:7][C:8]([O:16][CH3:17])=[C:9]2[CH:14]=[O:15]. (3) Given the product [NH2:81][C@@H:65]([C:60]1[CH:61]=[CH:62][CH:63]=[CH:64][C:59]=1[F:58])[CH2:66][C:67]([CH:69]1[C:74](=[O:75])[N:73]([CH:76]([CH3:77])[CH3:78])[C:72](=[O:79])[NH:71][C:70]1=[O:80])=[O:68], predict the reactants needed to synthesize it. The reactants are: N[C@@H](C1C=CC(F)=C(F)C=1)CC(C1C(=O)N(C(C)C)C(=O)NC1=O)=O.FC1C=C([C@H](NC(=O)OC(C)(C)C)CC(C2C(=O)N(C(C)C)C(=O)NC2=O)=O)C=CC=1F.[F:58][C:59]1[CH:64]=[CH:63][CH:62]=[CH:61][C:60]=1[C@H:65]([NH:81]C(=O)OC(C)(C)C)[CH2:66][C:67]([CH:69]1[C:74](=[O:75])[N:73]([CH:76]([CH3:78])[CH3:77])[C:72](=[O:79])[NH:71][C:70]1=[O:80])=[O:68]. (4) Given the product [NH:26]([O:25][CH2:24][CH2:23][O:22][C:18]1[CH:17]=[C:16]2[C:21](=[CH:20][CH:19]=1)[N:13]([CH:6]([C:7]1[CH:8]=[CH:9][CH:10]=[CH:11][CH:12]=1)[CH2:5][C:4]([OH:30])=[O:3])[CH:14]=[CH:15]2)[C:27]([NH2:29])=[NH:28], predict the reactants needed to synthesize it. The reactants are: C([O:3][C:4](=[O:30])[CH2:5][CH:6]([N:13]1[C:21]2[C:16](=[CH:17][C:18]([O:22][CH2:23][CH2:24][O:25][NH:26][C:27]([NH2:29])=[NH:28])=[CH:19][CH:20]=2)[CH:15]=[CH:14]1)[C:7]1[CH:12]=[CH:11][CH:10]=[CH:9][CH:8]=1)C.[OH-].[Li+].Cl. (5) Given the product [CH2:17]([O:19][C:20]1[CH:28]=[CH:27][CH:26]=[CH:25][C:21]=1[C:22]([N:13]1[CH2:14][CH:15]2[CH:11]([CH2:10][N:9]([C:5]3[N:4]=[C:3]([O:2][CH3:1])[CH:8]=[CH:7][N:6]=3)[CH2:16]2)[CH2:12]1)=[O:23])[CH3:18], predict the reactants needed to synthesize it. The reactants are: [CH3:1][O:2][C:3]1[CH:8]=[CH:7][N:6]=[C:5]([N:9]2[CH2:16][CH:15]3[CH:11]([CH2:12][NH:13][CH2:14]3)[CH2:10]2)[N:4]=1.[CH2:17]([O:19][C:20]1[CH:28]=[CH:27][CH:26]=[CH:25][C:21]=1[C:22](O)=[O:23])[CH3:18].